This data is from Reaction yield outcomes from USPTO patents with 853,638 reactions. The task is: Predict the reaction yield, written as a fraction of the theoretical maximum amount of product (1.0 means a 100% yield; for example, 0.34 means a 34% yield). (1) The reactants are C1(S([N:10]2[C:14]3[CH:15]=[N:16][C:17]([C:31]#[N:32])=[C:18]([CH2:19][CH:20]4[CH2:25][CH2:24][N:23]([CH2:26][C:27]([F:30])([F:29])[F:28])[CH2:22][CH2:21]4)[C:13]=3[C:12]3[CH:33]=[CH:34][CH:35]=[N:36][C:11]2=3)(=O)=O)C=CC=CC=1.[F-].C([N+](CCCC)(CCCC)CCCC)CCC. No catalyst specified. The product is [F:30][C:27]([F:28])([F:29])[CH2:26][N:23]1[CH2:22][CH2:21][CH:20]([CH2:19][C:18]2[C:13]3[C:12]4[CH:33]=[CH:34][CH:35]=[N:36][C:11]=4[NH:10][C:14]=3[CH:15]=[N:16][C:17]=2[C:31]#[N:32])[CH2:25][CH2:24]1. The yield is 0.800. (2) The reactants are [Cl:1][C:2]1[CH:7]=[CH:6][C:5]([NH:8][C:9]2[CH:17]=[C:16]([C:18](O)=[O:19])[C:15]([NH:21][C:22]3[CH:27]=[CH:26][C:25]([Cl:28])=[CH:24][CH:23]=3)=[CH:14][C:10]=2[C:11](O)=[O:12])=[CH:4][CH:3]=1. The catalyst is O. The product is [CH:3]1[C:2]([Cl:1])=[CH:7][C:6]2[C:11]([C:10]3[C:9]([NH:8][C:5]=2[CH:4]=1)=[CH:17][C:16]1[C:18]([C:27]2[CH:26]=[C:25]([Cl:28])[CH:24]=[CH:23][C:22]=2[NH:21][C:15]=1[CH:14]=3)=[O:19])=[O:12]. The yield is 1.00. (3) The reactants are [F:1][C:2]1[CH:7]=[CH:6][C:5]([F:8])=[CH:4][CH:3]=1.N1([C:15](=[O:25])[C@@H:16]([O:18][CH:19]2[CH2:24][CH2:23][CH2:22][CH2:21][O:20]2)[CH3:17])CCOCC1.C(NC(C)C)(C)C.[Li]. The catalyst is C1COCC1.C1COCC1.CCCCCCC. The product is [F:1][C:2]1[CH:7]=[CH:6][C:5]([F:8])=[CH:4][C:3]=1[C:15](=[O:25])[C@@H:16]([O:18][CH:19]1[CH2:24][CH2:23][CH2:22][CH2:21][O:20]1)[CH3:17]. The yield is 0.448.